This data is from Catalyst prediction with 721,799 reactions and 888 catalyst types from USPTO. The task is: Predict which catalyst facilitates the given reaction. (1) Reactant: [CH:1](=[C:8]1[NH:12][C:11](=[O:13])[C:10]([N:14]=[O:15])=[C:9]1OC)[C:2]1[CH:7]=[CH:6][CH:5]=[CH:4][CH:3]=1.[NH2:18][C:19]1[CH:24]=[CH:23][CH:22]=[CH:21][CH:20]=1. Product: [CH:1](=[C:8]1[NH:12][C:11](=[O:13])[C:10]([N:14]=[O:15])=[C:9]1[NH:18][C:19]1[CH:24]=[CH:23][CH:22]=[CH:21][CH:20]=1)[C:2]1[CH:7]=[CH:6][CH:5]=[CH:4][CH:3]=1. The catalyst class is: 5. (2) Reactant: [Cl:1][C:2]1[CH:7]=[C:6]([N:8]=[C:9]=[S:10])[CH:5]=[C:4]([C:11]([F:14])([F:13])[F:12])[C:3]=1[C:15]1[CH:20]=[CH:19][C:18]([S:21]([N:24]2[CH2:29][CH2:28][N:27]([C:30]([O:32][C:33]([CH3:36])([CH3:35])[CH3:34])=[O:31])[CH2:26][CH2:25]2)(=[O:23])=[O:22])=[CH:17][CH:16]=1.[N:37]#[C:38][NH2:39].[Na].[CH3:41]I. Product: [Cl:1][C:2]1[CH:7]=[C:6]([N:8]([NH:37][C:38]#[N:39])[CH2:9][S:10][CH3:41])[CH:5]=[C:4]([C:11]([F:12])([F:13])[F:14])[C:3]=1[C:15]1[CH:16]=[CH:17][C:18]([S:21]([N:24]2[CH2:29][CH2:28][N:27]([C:30]([O:32][C:33]([CH3:36])([CH3:35])[CH3:34])=[O:31])[CH2:26][CH2:25]2)(=[O:23])=[O:22])=[CH:19][CH:20]=1. The catalyst class is: 5. (3) Reactant: [C:1]([OH:12])(=[O:11])[C:2]1[CH:10]=[CH:9][C:6]([O:7][CH3:8])=[C:4]([OH:5])[CH:3]=1.C(N(C(C)C)CC)(C)C.[CH3:22][O:23][CH2:24]Cl. Product: [CH3:22][O:23][CH2:24][O:5][C:4]1[CH:3]=[C:2]([CH:10]=[CH:9][C:6]=1[O:7][CH3:8])[C:1]([OH:12])=[O:11]. The catalyst class is: 4. (4) Reactant: [CH2:1]([S:3]([C:6]1[CH:11]=[CH:10][C:9]([CH:12]([CH2:16][CH:17]2[CH2:22][CH2:21][O:20][CH2:19][CH2:18]2)[C:13](O)=[O:14])=[CH:8][CH:7]=1)(=[O:5])=[O:4])[CH3:2].Cl.CONC.Cl.CN(C)[CH2:31][CH2:32]CN=C=NCC.ON1C2C=CC=CC=2N=N1. Product: [CH2:1]([S:3]([C:6]1[CH:11]=[CH:10][C:9]([CH:12]([CH2:16][CH:17]2[CH2:22][CH2:21][O:20][CH2:19][CH2:18]2)[C:13](=[O:14])[CH:31]=[CH2:32])=[CH:8][CH:7]=1)(=[O:5])=[O:4])[CH3:2]. The catalyst class is: 681. (5) Reactant: [N+:1]([C:4]1[CH:27]=[CH:26][C:7]([O:8][C:9]2[CH:10]=[C:11]3[C:15](=[CH:16][CH:17]=2)[N:14]([CH:18]2[CH2:23][CH2:22][CH2:21][CH2:20][O:19]2)[N:13]=[C:12]3C=O)=[CH:6][CH:5]=1)([O-:3])=[O:2].[CH3:28][N:29]([CH2:37][CH2:38][NH:39][CH3:40])[C:30](=[O:36])[O:31][C:32]([CH3:35])([CH3:34])[CH3:33].[BH-](OC(C)=O)(OC(C)=O)O[C:43](C)=O.[Na+]. Product: [CH3:28][N:29]([CH2:37][CH2:38][N:39]([CH3:43])[CH2:40][C:12]1[C:11]2[C:15](=[CH:16][CH:17]=[C:9]([O:8][C:7]3[CH:26]=[CH:27][C:4]([N+:1]([O-:3])=[O:2])=[CH:5][CH:6]=3)[CH:10]=2)[N:14]([CH:18]2[CH2:23][CH2:22][CH2:21][CH2:20][O:19]2)[N:13]=1)[C:30](=[O:36])[O:31][C:32]([CH3:35])([CH3:34])[CH3:33]. The catalyst class is: 26. (6) Reactant: [O:1]1[C@H:3]([C:4]([O:6][CH2:7][CH3:8])=[O:5])[C@H:2]1[C:9]([O:11][CH2:12][CH3:13])=[O:10].Br[C@@H]([C@@H](O)C(OCC)=O)C(OCC)=O.C1CCN2C(=NCCC2)CC1. Product: [O:1]1[C@@H:3]([C:4]([O:6][CH2:7][CH3:8])=[O:5])[C@@H:2]1[C:9]([O:11][CH2:12][CH3:13])=[O:10]. The catalyst class is: 28. (7) Reactant: [CH3:1][N:2]([N:4]([CH3:23])[C:5]([C:7]1[C:11]2[CH2:12][N:13](C(OC(C)(C)C)=O)[CH2:14][CH2:15][C:10]=2[NH:9][N:8]=1)=[O:6])[CH3:3].C(O)(C(F)(F)F)=O. Product: [CH3:23][N:4]([C:5]([C:7]1[C:11]2[CH2:12][NH:13][CH2:14][CH2:15][C:10]=2[NH:9][N:8]=1)=[O:6])[N:2]([CH3:1])[CH3:3]. The catalyst class is: 2. (8) Reactant: [F:1][C:2]1[CH:9]=[CH:8][CH:7]=[CH:6][C:3]=1[CH2:4][OH:5].[H-].[Na+].Cl[C:13]1[C:22]2[C:17](=[C:18]([OH:23])[CH:19]=[CH:20][CH:21]=2)[N:16]=[C:15]([CH3:24])[CH:14]=1. Product: [F:1][C:2]1[CH:9]=[CH:8][CH:7]=[CH:6][C:3]=1[CH2:4][O:5][C:13]1[C:22]2[C:17](=[C:18]([OH:23])[CH:19]=[CH:20][CH:21]=2)[N:16]=[C:15]([CH3:24])[CH:14]=1. The catalyst class is: 3. (9) Reactant: CO.O.[OH-].[Cs+:5].[C:6](OC=C)(=[O:8])[CH3:7].[C:12]([O:16]C)(=[O:15])[CH:13]=[CH2:14]. Product: [CH:6]([OH:8])=[CH2:7].[C:12]([O-:16])(=[O:15])[CH:13]=[CH2:14].[Cs+:5]. The catalyst class is: 6.